From a dataset of Catalyst prediction with 721,799 reactions and 888 catalyst types from USPTO. Predict which catalyst facilitates the given reaction. (1) Reactant: O.[CH3:2][O:3][CH2:4][CH2:5][O:6][C:7]1[CH:12]=[CH:11][C:10](/[CH:13]=[CH:14]/[C:15]([O:17][CH2:18][CH3:19])=[O:16])=[C:9]([O:20][C:21]2[C:26]([CH3:27])=[CH:25][C:24]([N+:28]([O-])=O)=[CH:23][N:22]=2)[CH:8]=1. Product: [NH2:28][C:24]1[CH:25]=[C:26]([CH3:27])[C:21]([O:20][C:9]2[CH:8]=[C:7]([O:6][CH2:5][CH2:4][O:3][CH3:2])[CH:12]=[CH:11][C:10]=2/[CH:13]=[CH:14]/[C:15]([O:17][CH2:18][CH3:19])=[O:16])=[N:22][CH:23]=1. The catalyst class is: 183. (2) Reactant: C([O:8][C:9]1[CH:14]=[CH:13][N:12]([C:15]2[CH:16]=[CH:17][C:18]3[N:22]=[C:21]([CH:23]4[CH2:25][CH2:24]4)[N:20]([CH3:26])[C:19]=3[CH:27]=2)[C:11](=[O:28])[CH:10]=1)C1C=CC=CC=1.C1(OC)C=CC=CC=1. Product: [CH:23]1([C:21]2[N:20]([CH3:26])[C:19]3[CH:27]=[C:15]([N:12]4[CH:13]=[CH:14][C:9]([OH:8])=[CH:10][C:11]4=[O:28])[CH:16]=[CH:17][C:18]=3[N:22]=2)[CH2:24][CH2:25]1. The catalyst class is: 67. (3) Reactant: [C:1]([C:3]1[CH:12]=[C:11]2[C:6]([CH:7]=[CH:8][C:9](=[O:30])[N:10]2[CH2:13][CH2:14][N:15]2[CH2:20][CH2:19][CH:18]([NH:21]C(=O)OC(C)(C)C)[CH:17]([F:29])[CH2:16]2)=[CH:5][CH:4]=1)#[N:2].FC(F)(F)C(O)=O.CO.ClCCl. Product: [NH2:21][CH:18]1[CH2:19][CH2:20][N:15]([CH2:14][CH2:13][N:10]2[C:11]3[C:6](=[CH:5][CH:4]=[C:3]([C:1]#[N:2])[CH:12]=3)[CH:7]=[CH:8][C:9]2=[O:30])[CH2:16][CH:17]1[F:29]. The catalyst class is: 4. (4) Reactant: [CH2:1]([O:8][C:9]1[CH:25]=[CH:24][CH:23]=[CH:22][C:10]=1[CH2:11][C:12]1[CH:21]=[CH:20][C:15]([C:16]([O:18]C)=[O:17])=[CH:14][CH:13]=1)[C:2]1[CH:7]=[CH:6][CH:5]=[CH:4][CH:3]=1.[OH-].[Na+].Cl. Product: [CH2:1]([O:8][C:9]1[CH:25]=[CH:24][CH:23]=[CH:22][C:10]=1[CH2:11][C:12]1[CH:13]=[CH:14][C:15]([C:16]([OH:18])=[O:17])=[CH:20][CH:21]=1)[C:2]1[CH:3]=[CH:4][CH:5]=[CH:6][CH:7]=1. The catalyst class is: 5. (5) Reactant: [OH:1][C:2]1[C:11]2[C:6](=[N:7][CH:8]=[CH:9][CH:10]=2)[N:5]([CH2:12][CH2:13][CH:14]([CH3:16])[CH3:15])[C:4](=[O:17])[C:3]=1[C:18]1[NH:23][C:22]2[CH:24]=[CH:25][C:26]([NH:28][S:29]([N:32]3CCO[C:33]3=O)(=[O:31])=[O:30])=[CH:27][C:21]=2[S:20](=[O:39])(=[O:38])[N:19]=1.N[CH:41]1[CH2:44]C[CH2:42]1. Product: [CH:33]1([NH:32][S:29]([NH:28][C:26]2[CH:25]=[CH:24][C:22]3[NH:23][C:18]([C:3]4[C:4](=[O:17])[N:5]([CH2:12][CH2:13][CH:14]([CH3:15])[CH3:16])[C:6]5[C:11]([C:2]=4[OH:1])=[CH:10][CH:9]=[CH:8][N:7]=5)=[N:19][S:20](=[O:39])(=[O:38])[C:21]=3[CH:27]=2)(=[O:30])=[O:31])[CH2:44][CH2:41][CH2:42]1. The catalyst class is: 10. (6) Reactant: [Sn](Cl)Cl.[Cl:4][C:5]1[CH:11]=[C:10]([N+:12]([O-])=O)[C:8]([NH2:9])=[C:7]([CH2:15][N:16]2[CH2:21][CH2:20][O:19][CH2:18][CH2:17]2)[CH:6]=1. Product: [Cl:4][C:5]1[CH:11]=[C:10]([NH2:12])[C:8]([NH2:9])=[C:7]([CH2:15][N:16]2[CH2:21][CH2:20][O:19][CH2:18][CH2:17]2)[CH:6]=1. The catalyst class is: 33. (7) Reactant: Cl[C:2]1[C:3]2[C:10]([S:11][C:12]3[CH:13]=[C:14]([CH:16]=[CH:17][CH:18]=3)[NH2:15])=[CH:9][N:8]([CH2:19][O:20][CH2:21][CH2:22][Si:23]([CH3:26])([CH3:25])[CH3:24])[C:4]=2[N:5]=[CH:6][N:7]=1.[Cl-].[CH3:28][C:29]1[CH:30]=[CH:31][N:32]2[C:37]=1[C:36](=[O:38])[N:35]([C:39]1[CH:44]=[CH:43][CH:42]=[CH:41][CH:40]=1)[C:34]([C@@H:45]([NH3+:47])[CH3:46])=[N:33]2.[F-].[Cs+].C(N(CC)C(C)C)(C)C. Product: [NH2:15][C:14]1[CH:13]=[C:12]([S:11][C:10]2[C:3]3[C:2]([NH:47][C@H:45]([C:34]4[N:35]([C:39]5[CH:44]=[CH:43][CH:42]=[CH:41][CH:40]=5)[C:36](=[O:38])[C:37]5=[C:29]([CH3:28])[CH:30]=[CH:31][N:32]5[N:33]=4)[CH3:46])=[N:7][CH:6]=[N:5][C:4]=3[N:8]([CH2:19][O:20][CH2:21][CH2:22][Si:23]([CH3:26])([CH3:25])[CH3:24])[CH:9]=2)[CH:18]=[CH:17][CH:16]=1. The catalyst class is: 107. (8) Product: [Br:1][C:2]1[CH:21]=[CH:20][C:5]2[CH2:6][CH2:7][C:8]3[C:16]([CH3:17])=[C:15]([O:18][CH3:19])[CH:14]=[CH:13][C:9]=3[C:10](=[O:12])[C:11](=[O:24])[C:4]=2[CH:3]=1. Reactant: [Br:1][C:2]1[CH:21]=[CH:20][C:5]2[CH2:6][CH2:7][C:8]3[C:16]([CH3:17])=[C:15]([O:18][CH3:19])[CH:14]=[CH:13][C:9]=3[C:10](=[O:12])[CH2:11][C:4]=2[CH:3]=1.C(O)(=[O:24])C.[Se](=O)=O. The catalyst class is: 4. (9) Reactant: [CH:1]1([C:4]2[CH:12]=[C:11]3[C:7]([C:8]([CH2:19][C:20]4[N:25]=[C:24]([C:26](OCC5C=CC=CC=5)=[O:27])[CH:23]=[CH:22][CH:21]=4)=[C:9]([C:13]4[CH:18]=[CH:17][CH:16]=[CH:15][CH:14]=4)[NH:10]3)=[CH:6][CH:5]=2)[CH2:3][CH2:2]1.[NH3:36]. The catalyst class is: 5. Product: [CH:1]1([C:4]2[CH:12]=[C:11]3[C:7]([C:8]([CH2:19][C:20]4[N:25]=[C:24]([C:26]([NH2:36])=[O:27])[CH:23]=[CH:22][CH:21]=4)=[C:9]([C:13]4[CH:18]=[CH:17][CH:16]=[CH:15][CH:14]=4)[NH:10]3)=[CH:6][CH:5]=2)[CH2:2][CH2:3]1.